Task: Binary Classification. Given a miRNA mature sequence and a target amino acid sequence, predict their likelihood of interaction.. Dataset: Experimentally validated miRNA-target interactions with 360,000+ pairs, plus equal number of negative samples (1) The miRNA is hsa-miR-6125 with sequence GCGGAAGGCGGAGCGGCGGA. The protein sequence of the target gene is MSIQENISSLQLRSWVSKSQRDLAKSILIGAPGGPAGYLRRASVAQLTQELGTAFFQQQQLPAAMADTFLEHLCLLDIDSEPVAARSTSIIATIGPASRSVERLKEMIKAGMNIARLNFSHGSHEYHAESIANVREAVESFAGSPLSYRPVAIALDTKGPEIRTGILQGGPESEVELVKGSQVLVTVDPAFRTRGNANTVWVDYPNIVRVVPVGGRIYIDDGLISLVVQKIGPEGLVTQVENGGVLGSRKGVNLPGAQVDLPGLSEQDVRDLRFGVEHGVDIVFASFVRKASDVAAVRAA.... Result: 0 (no interaction). (2) The miRNA is hsa-miR-4799-3p with sequence ACUGGCAUGCUGCAUUUAUAUA. Result: 0 (no interaction). The protein sequence of the target gene is MTNMETTAQAGSSVRVWMACLLLIFPTTVIGPKVTQPEVDTPLGRVRGRQVGVKDTDRMVNVFLGIPFAQAPLGPLRFSAPLPPQPWEGVRDASINPPMCLQDVERMSNSRFTLNEKMKIFPISEDCLTLNIYSPTEITAGDKRPVMVWIHGGSLLVGSSTSHDGSALAAYGDVVVVTVQYRLGIFGFLSTGDKHMPGNRGFLDVVAALRWVQGNIAPFGGDPNCVTIFGNSAGGIIVSSLLLSPMSAGLFHRAISQSGVVISKILEDLNAWSEAQNFANSVACGSASPAELVQCLLQKE.... (3) The miRNA is hsa-miR-6715b-3p with sequence CUCAAACCGGCUGUGCCUGUGG. The protein sequence of the target gene is MWPLAAALLLGSCCCGSAQLLFSNVNSIEFTSCNETVVIPCIVRNVEAQSTEEMFVKWKLNKSYIFIYDGNKNSTTTDQNFTSAKISVSDLINGIASLKMDKRDAMVGNYTCEVTELSREGKTVIELKNRTVSWFSPNEKILIVIFPILAILLFWGKFGILTLKYKSSHTNKRIILLLVAGLVLTVIVVVGAILLIPGEKPVKNASGLGLIVISTGILILLQYNVFMTAFGMTSFTIAILITQVLGYVLALVGLCLCIMACEPVHGPLLISGLGIIALAELLGLVYMKFVASNQRTIQPP.... Result: 0 (no interaction). (4) The miRNA is hsa-miR-6811-5p with sequence AUGCAGGCCUGUGUACAGCACU. The protein sequence of the target gene is MEVKRLKVTELRSELQRRGLDSRGLKMDLAQRLQEALDAEMLEDEAGVGGAGPGGACKAEPRPVAASGGGPGGDEEEEDDDEEEDEEALLEDEDEEPPPAQALGQAAQPPPEPPETSAMEAESEASDTPAEATAGSGGVNGGEEHDNGKGEEDGPEERSGDETPGSEAPGDKAVEEQGDDQDSEKSKPAGSDGERRGVKRQRDEKDEHGRAYYEFREEAYHSRSKSPPPPEEEAKDEEEDQTLVNLDTYTSDLHFQISKDRYGGQPLFSEKFPTLWSGARSTYGVTKGKVCFEAKVTQNL.... Result: 0 (no interaction). (5) The miRNA is hsa-miR-548f-5p with sequence UGCAAAAGUAAUCACAGUUUUU. The protein sequence of the target gene is MNTIVFNKLSGAVLFEDGGASERERGGRPYSGVLDSPHARPEVGIPDGPPLKDNLGLRHRRTGARQNGGKVRHKRQALQDMARPLKQWLYKHRDNPYPTKTEKILLALGSQMTLVQVSNWFANARRRLKNTVRQPDLSWALRIKLYNKYVQGNAERLSVSSDDSCSEDGENPPRTHMNEGGYNTPVHHPVIKSENSVIKAGVRPESRASEDYVAPPKYKSSLLNRYLNDSLRHVMATNTTMMGKTRQRNHSGSFSSNEFEEELVSPSSSETEGNFVYRTDTLENGSNKGESAANRKGPSK.... Result: 1 (interaction). (6) The miRNA is hsa-miR-4695-3p with sequence UGAUCUCACCGCUGCCUCCUUC. The protein sequence of the target gene is MPVAVGPYGQSQPSCFDRVKMGFVMGCAVGMAAGALFGTFSCLRIGMRGRELMGGIGKTMMQSGGTFGTFMAIGMGIRC. Result: 1 (interaction). (7) The miRNA is hsa-miR-5579-3p with sequence UUAGCUUAAGGAGUACCAGAUC. The protein sequence of the target gene is MWMTPKRSKMEVDEALVFRPEWTQRYLVVEPPEGDGALCLVCRRLIVATRERDVRRHYEAEHEYYERYVADGERAALVERLRQGDLPVASFTPEERAARAGLGLCRLLALKGRGWGEGDFVYQCMEVLLREVLPEHVSVLQGVDLSPDITRQRILSIDRNLRNQLFNRARDFKAYSLALDDQAFVAYENYLLVFIRGVGPELEVQEDLLTIINLTHHFSVGALMSAILESLQTAGLSLQRMVGLTTTHTLRMIGENSGLVSYMREKAVSPNCWNVIHYSGFLHLELLSSYDVDVNQIINT.... Result: 1 (interaction). (8) The miRNA is rno-miR-200b-3p with sequence UAAUACUGCCUGGUAAUGAUGAC. The protein sequence of the target gene is MRVFLLCAYILLLMVSQLRAVSFPEDDEPLNTVDYHYSRQYPVFRGRPSGNESQHRLDFQLMLKIRDTLYIAGRDQVYTVNLNEMPKTEVIPNKKLTWRSRQQDRENCAMKGKHKDECHNFIKVFVPRNDEMVFVCGTNAFNPMCRYYRLSTLEYDGEEISGLARCPFDARQTNVALFADGKLYSATVADFLASDAVIYRSMGDGSALRTIKYDSKWIKEPHFLHAIEYGNYVYFFFREIAVEHNNLGKAVYSRVARICKNDMGGSQRVLEKHWTSFLKARLNCSVPGDSFFYFDVLQSI.... Result: 0 (no interaction). (9) The miRNA is hsa-miR-1252-3p with sequence CAAAUGAGCUUAAUUUCCUUUU. The protein sequence of the target gene is MSDDIRKRFEFPNSLIQSQAVGHLIAAVLKENGFSEKIHQSTNQTPALNLLWEKCCSDNVVVRTACCEGLVALVAQDHAEFSYVLNGILNLIPSTRNTHGLIKAIMHLLQMQALKEGQGGEKNIQSIYTIRNHPHPLITVLEHRPDCWPVFLQQLTAFFQQCPERLEVSCIQIMAPFLWYLYCEPSQLQEYAKLRLALLKVLLQPQVLCDKDQPSILEQQILQLCCDIVPCLQVKDLIQTTEAMMFIEEVCLSLLRHPVFWKIQLTQMSLQLLCVSEVSLKITGECSSSIHLLEHSVELL.... Result: 0 (no interaction).